Dataset: Full USPTO retrosynthesis dataset with 1.9M reactions from patents (1976-2016). Task: Predict the reactants needed to synthesize the given product. The reactants are: [CH:1]1([C:6]2[C:14]3[O:13][CH:12]([CH2:15][OH:16])[CH2:11][C:10]=3[CH:9]=[CH:8][CH:7]=2)[CH2:5][CH2:4][CH2:3][CH2:2]1.[C:17]1([CH3:27])[CH:22]=[CH:21][C:20]([S:23](Cl)(=[O:25])=[O:24])=[CH:19][CH:18]=1.CC1C=CC(S(OCC2CC3C(C(F)(F)F)=CC=C(Cl)C=3O2)(=O)=O)=CC=1. Given the product [CH3:27][C:17]1[CH:22]=[CH:21][C:20]([S:23]([O:16][CH2:15][CH:12]2[CH2:11][C:10]3[CH:9]=[CH:8][CH:7]=[C:6]([CH:1]4[CH2:2][CH2:3][CH2:4][CH2:5]4)[C:14]=3[O:13]2)(=[O:25])=[O:24])=[CH:19][CH:18]=1, predict the reactants needed to synthesize it.